From a dataset of Full USPTO retrosynthesis dataset with 1.9M reactions from patents (1976-2016). Predict the reactants needed to synthesize the given product. (1) Given the product [CH2:20]([C:8]([CH:3]1[CH2:4][CH2:5][CH2:6][CH2:7]1)([C:14]([CH3:16])=[O:15])[C:9]([O:11][CH2:12][CH3:13])=[O:10])[CH2:21][CH2:22][CH3:23], predict the reactants needed to synthesize it. The reactants are: [H-].[Na+].[CH:3]1([CH:8]([C:14]([CH3:16])=[O:15])[C:9]([O:11][CH2:12][CH3:13])=[O:10])[CH2:7][CH2:6][CH2:5][CH2:4]1.[H][H].I[CH2:20][CH2:21][CH2:22][CH3:23]. (2) Given the product [CH3:11][N:8]1[C:7]([CH2:12][N:13]2[CH2:14][CH2:15][CH:16]([CH:19]3[CH2:20][O:21][CH2:22]3)[CH2:17][CH2:18]2)=[N:6][C:5]2[C:9]1=[N:10][C:2]([NH:35][C:30]1[C:29]([NH2:36])=[CH:34][CH:33]=[CH:32][CH:31]=1)=[N:3][C:4]=2[N:23]1[CH2:28][CH2:27][O:26][CH2:25][CH2:24]1, predict the reactants needed to synthesize it. The reactants are: Cl[C:2]1[N:10]=[C:9]2[C:5]([N:6]=[C:7]([CH2:12][N:13]3[CH2:18][CH2:17][CH:16]([CH:19]4[CH2:22][O:21][CH2:20]4)[CH2:15][CH2:14]3)[N:8]2[CH3:11])=[C:4]([N:23]2[CH2:28][CH2:27][O:26][CH2:25][CH2:24]2)[N:3]=1.[C:29]1([NH2:36])[C:30]([NH2:35])=[CH:31][CH:32]=[CH:33][CH:34]=1.CC(C1C=C(C(C)C)C(C2C=CC=CC=2P(C2CCCCC2)C2CCCCC2)=C(C(C)C)C=1)C.C([O-])([O-])=O.[Cs+].[Cs+]. (3) Given the product [C:30]([CH2:29][N:20]1[C:21](=[O:28])[C:22]2[CH:27]=[CH:26][CH:25]=[CH:24][C:23]=2[C:17](=[CH:16][CH2:15][CH2:14][N:11]2[CH2:10][CH2:9][C:8]([C:5]3[CH:4]=[CH:3][C:2]([Cl:1])=[CH:7][CH:6]=3)([OH:39])[CH2:13][CH2:12]2)[C:18]2[CH:38]=[CH:37][CH:36]=[CH:35][C:19]1=2)([OH:32])=[O:31], predict the reactants needed to synthesize it. The reactants are: [Cl:1][C:2]1[CH:7]=[CH:6][C:5]([C:8]2([OH:39])[CH2:13][CH2:12][N:11]([CH2:14][CH2:15][CH:16]=[C:17]3[C:23]4[CH:24]=[CH:25][CH:26]=[CH:27][C:22]=4[C:21](=[O:28])[N:20]([CH2:29][C:30]([O:32]CC)=[O:31])[C:19]4[CH:35]=[CH:36][CH:37]=[CH:38][C:18]3=4)[CH2:10][CH2:9]2)=[CH:4][CH:3]=1.[OH-].[Na+].C(OCC)(=O)C. (4) Given the product [F:22][C:19]1[CH:20]=[CH:21][C:16]([C@:13]2([CH2:23][CH2:24][CH2:25][NH:26][S:27]([CH3:30])(=[O:29])=[O:28])[O:12][C:11](=[O:31])[N:10]([C@H:8]([C:5]3[CH:6]=[CH:7][C:2]([C:33]4[CH:34]=[CH:35][CH:36]=[CH:37][N:32]=4)=[CH:3][CH:4]=3)[CH3:9])[CH2:15][CH2:14]2)=[CH:17][CH:18]=1, predict the reactants needed to synthesize it. The reactants are: Br[C:2]1[CH:7]=[CH:6][C:5]([C@@H:8]([N:10]2[CH2:15][CH2:14][C@:13]([CH2:23][CH2:24][CH2:25][NH:26][S:27]([CH3:30])(=[O:29])=[O:28])([C:16]3[CH:21]=[CH:20][C:19]([F:22])=[CH:18][CH:17]=3)[O:12][C:11]2=[O:31])[CH3:9])=[CH:4][CH:3]=1.[N:32]1[CH:37]=[CH:36][CH:35]=[CH:34][C:33]=1B(O)O. (5) The reactants are: [CH3:1][O:2][C:3](=[O:25])[CH2:4][C:5]1[CH:10]=[C:9]([Br:11])[C:8]([O:12][C:13]2[CH:18]=[CH:17][C:16]([O:19][CH3:20])=[C:15]([CH:21]([CH3:23])[CH3:22])[CH:14]=2)=[C:7]([Br:24])[CH:6]=1.[F:26][C:27]1[CH:35]=[CH:34][C:30]([C:31](Cl)=[O:32])=[CH:29][C:28]=1[CH3:36]. Given the product [CH3:1][O:2][C:3](=[O:25])[CH2:4][C:5]1[CH:10]=[C:9]([Br:11])[C:8]([O:12][C:13]2[CH:14]=[C:15]([CH:21]([CH3:23])[CH3:22])[C:16]([O:19][CH3:20])=[CH:17][C:18]=2[C:31](=[O:32])[C:30]2[CH:34]=[CH:35][C:27]([F:26])=[C:28]([CH3:36])[CH:29]=2)=[C:7]([Br:24])[CH:6]=1, predict the reactants needed to synthesize it. (6) Given the product [CH:17]([N:20]([CH:24]([CH3:26])[CH3:25])[C:21](=[O:22])[O:14][C:11]1[CH:12]=[C:13]2[C:8]([CH2:7][CH2:6][CH2:5][N:4]2[CH2:1][C:2]#[CH:3])=[CH:9][CH:10]=1)([CH3:19])[CH3:18], predict the reactants needed to synthesize it. The reactants are: [CH2:1]([N:4]1[C:13]2[C:8](=[CH:9][CH:10]=[C:11]([OH:14])[CH:12]=2)[CH2:7][CH2:6][CH2:5]1)[C:2]#[CH:3].[H-].[Na+].[CH:17]([N:20]([CH:24]([CH3:26])[CH3:25])[C:21](Cl)=[O:22])([CH3:19])[CH3:18]. (7) The reactants are: [Cl:1][C:2]1[N:7]([CH2:8][CH2:9][O:10][C:11](=[O:13])[CH3:12])[C:6](=[O:14])[C:5]([NH:15][CH2:16][CH2:17][CH:18]2[CH2:23][CH2:22][CH2:21][CH2:20][NH:19]2)=[N:4][CH:3]=1.C=O.[C:26](O[BH-](OC(=O)C)OC(=O)C)(=O)C.[Na+].CO. Given the product [Cl:1][C:2]1[N:7]([CH2:8][CH2:9][O:10][C:11](=[O:13])[CH3:12])[C:6](=[O:14])[C:5]([NH:15][CH2:16][CH2:17][CH:18]2[CH2:23][CH2:22][CH2:21][CH2:20][N:19]2[CH3:26])=[N:4][CH:3]=1, predict the reactants needed to synthesize it. (8) The reactants are: [Cl:1][C:2]1[N:7]=[CH:6][C:5]([C@@H:8]([OH:21])[CH2:9][O:10][S:11]([C:14]2[CH:19]=[CH:18][C:17]([CH3:20])=[CH:16][CH:15]=2)(=[O:13])=[O:12])=[CH:4][CH:3]=1.N1C=CN=C1.[Si:27](Cl)([C:30]([CH3:33])([CH3:32])[CH3:31])([CH3:29])[CH3:28].C(OCC)(=O)C. Given the product [C:30]([Si:27]([CH3:29])([CH3:28])[O:21][C@H:8]([C:5]1[CH:6]=[N:7][C:2]([Cl:1])=[CH:3][CH:4]=1)[CH2:9][O:10][S:11]([C:14]1[CH:15]=[CH:16][C:17]([CH3:20])=[CH:18][CH:19]=1)(=[O:13])=[O:12])([CH3:33])([CH3:32])[CH3:31], predict the reactants needed to synthesize it. (9) Given the product [CH3:23][C:22]([NH:26][C:2]1[C:3]2[CH:11]=[CH:10][N:9]([S:12]([C:15]3[CH:20]=[CH:19][C:18]([CH3:21])=[CH:17][CH:16]=3)(=[O:14])=[O:13])[C:4]=2[N:5]=[C:6]([I:8])[N:7]=1)([CH3:25])[CH3:24], predict the reactants needed to synthesize it. The reactants are: Cl[C:2]1[C:3]2[CH:11]=[CH:10][N:9]([S:12]([C:15]3[CH:20]=[CH:19][C:18]([CH3:21])=[CH:17][CH:16]=3)(=[O:14])=[O:13])[C:4]=2[N:5]=[C:6]([I:8])[N:7]=1.[C:22]([NH2:26])([CH3:25])([CH3:24])[CH3:23].CCN(C(C)C)C(C)C.